This data is from Full USPTO retrosynthesis dataset with 1.9M reactions from patents (1976-2016). The task is: Predict the reactants needed to synthesize the given product. (1) Given the product [N+:1]([C:4]1[CH:15]=[C:14]2[C:7](=[CH:6][CH:5]=1)[NH:8][CH:9]=[C:10]2[CH2:11][CH2:12][NH:13][CH2:16][C:17]1[CH:23]=[CH:22][CH:21]=[CH:20][C:18]=1[OH:19])([O-:3])=[O:2], predict the reactants needed to synthesize it. The reactants are: [N+:1]([C:4]1[CH:15]=[C:14]2[C:7]([NH:8][CH:9]=[C:10]2[CH2:11][CH2:12][NH2:13])=[CH:6][CH:5]=1)([O-:3])=[O:2].[CH:16](=O)[C:17]1[C:18](=[CH:20][CH:21]=[CH:22][CH:23]=1)[OH:19].[OH-].[K+].[BH4-].[Na+]. (2) The reactants are: Cl.C([N:9]([CH2:23][C@H:24]([OH:33])[CH2:25][O:26][C:27]1[CH:32]=[CH:31][CH:30]=[CH:29][CH:28]=1)[CH:10]1[CH2:16][CH2:15][CH2:14][C:13]2[CH:17]=[C:18]([OH:22])[C:19]([Cl:21])=[CH:20][C:12]=2[CH2:11]1)C1C=CC=CC=1.[H][H]. Given the product [ClH:21].[Cl:21][C:19]1[C:18]([OH:22])=[CH:17][C:13]2[CH2:14][CH2:15][CH2:16][CH:10]([NH:9][CH2:23][C@H:24]([OH:33])[CH2:25][O:26][C:27]3[CH:28]=[CH:29][CH:30]=[CH:31][CH:32]=3)[CH2:11][C:12]=2[CH:20]=1, predict the reactants needed to synthesize it. (3) Given the product [C:1]([O:5][C:6]([NH:8][C@@H:9]1[C@H:14]([NH:15][C:16]2[N:21]=[C:20]([C:43]#[C:44][C:45]3[CH:50]=[CH:49][CH:48]=[CH:47][CH:46]=3)[C:19]3[C:23](=[O:33])[N:24]([C:26]([O:28][C:29]([CH3:32])([CH3:31])[CH3:30])=[O:27])[CH2:25][C:18]=3[C:17]=2[F:34])[CH2:13][CH2:12][O:11][CH2:10]1)=[O:7])([CH3:4])([CH3:3])[CH3:2], predict the reactants needed to synthesize it. The reactants are: [C:1]([O:5][C:6]([NH:8][C@@H:9]1[C@H:14]([NH:15][C:16]2[N:21]=[C:20](Cl)[C:19]3[C:23](=[O:33])[N:24]([C:26]([O:28][C:29]([CH3:32])([CH3:31])[CH3:30])=[O:27])[CH2:25][C:18]=3[C:17]=2[F:34])[CH2:13][CH2:12][O:11][CH2:10]1)=[O:7])([CH3:4])([CH3:3])[CH3:2].CC1(C)C(C)(C)OB([C:43]#[C:44][C:45]2[CH:50]=[CH:49][CH:48]=[CH:47][CH:46]=2)O1.C(=O)([O-])[O-].[Na+].[Na+]. (4) Given the product [CH2:26]([CH:30]1[CH2:35][CH2:34][N:33]([CH2:16][CH2:17][CH2:18][N:8]2[C:9]3[C:4](=[CH:3][C:2]([Cl:1])=[CH:11][CH:10]=3)[CH:5]=[CH:6][C:7]2=[O:12])[CH2:32][CH2:31]1)[CH2:27][CH2:28][CH3:29], predict the reactants needed to synthesize it. The reactants are: [Cl:1][C:2]1[CH:3]=[C:4]2[C:9](=[CH:10][CH:11]=1)[NH:8][C:7](=[O:12])[CH:6]=[CH:5]2.[H-].[Na+].Br[CH2:16][CH2:17][CH2:18]Cl.C([O-])([O-])=O.[K+].[K+].[CH2:26]([CH:30]1[CH2:35][CH2:34][NH:33][CH2:32][CH2:31]1)[CH2:27][CH2:28][CH3:29]. (5) Given the product [NH2:1][C:2]1[N:7]=[C:6]2[C:5]([NH:12][C:14](=[O:15])[N:8]2[CH2:9][CH2:10][OH:11])=[C:4]([Cl:13])[N:3]=1, predict the reactants needed to synthesize it. The reactants are: [NH2:1][C:2]1[N:7]=[C:6]([NH:8][CH2:9][CH2:10][OH:11])[C:5]([NH2:12])=[C:4]([Cl:13])[N:3]=1.[C:14]([O-])([O-])=[O:15].[K+].[K+].ClC(OC1C=CC([N+]([O-])=O)=CC=1)=O. (6) The reactants are: [Cl:1][CH2:2][CH2:3][N:4]([CH2:40][CH2:41][Cl:42])[C:5]1[CH:10]=[CH:9][C:8]([NH:11][C:12](=[O:39])[NH:13][C:14]2[CH:15]=[CH:16][C:17]([CH3:38])=[C:18]([NH:20][C:21]3[C:22]4[C:27]([N:28]=[C:29]5[C:34]=3[CH:33]=[CH:32][CH:31]=[C:30]5[C:35](O)=[O:36])=[CH:26][CH:25]=[CH:24][CH:23]=4)[CH:19]=2)=[CH:7][CH:6]=1.[CH3:43][N:44](C)CC[NH-]. Given the product [CH3:43][NH:44][C:35]([C:30]1[C:29]2[C:34](=[C:21]([NH:20][C:18]3[CH:19]=[C:14]([NH:13][C:12]([NH:11][C:8]4[CH:7]=[CH:6][C:5]([N:4]([CH2:3][CH2:2][Cl:1])[CH2:40][CH2:41][Cl:42])=[CH:10][CH:9]=4)=[O:39])[CH:15]=[CH:16][C:17]=3[CH3:38])[C:22]3[C:27]([N:28]=2)=[CH:26][CH:25]=[CH:24][CH:23]=3)[CH:33]=[CH:32][CH:31]=1)=[O:36], predict the reactants needed to synthesize it. (7) Given the product [Na:1].[CH2:56]1[C:14]2([CH2:19][O:20][CH:11]([CH2:10][O:9][C:8]3[CH:7]=[CH:6][N:5]=[C:4]([CH2:22][S:23]([C:25]4[NH:29][C:28]5[CH:30]=[C:31]6[O:43][CH2:42][CH2:39][O:38][C:32]6=[CH:33][C:27]=5[N:26]=4)=[O:24])[C:3]=3[CH3:2])[O:12][CH2:13]2)[CH2:57]1, predict the reactants needed to synthesize it. The reactants are: [Na:1].[CH3:2][C:3]1[C:4]([CH2:22][S:23]([C:25]2[NH:29][C:28]3[CH:30]=[CH:31][CH:32]=[CH:33][C:27]=3[N:26]=2)=[O:24])=[N:5][CH:6]=[CH:7][C:8]=1[O:9][CH2:10][C:11]1(C)[O:20][CH2:19][C:14]2(OCCO2)[CH2:13][O:12]1.C1C2(CO[CH:39]([CH2:42][O:43]C3C=CN=C(CO)C=3C)[O:38]C2)C1.N1[C:57]2C=C3OCCOC3=C[C:56]=2N=C1S. (8) Given the product [Cl:1][C:2]1[CH:7]=[CH:6][C:5]([C:8]2([NH:11][C:12]3[N:17]=[C:16]([O:18][CH2:19][C:20]([F:23])([F:21])[F:22])[N:15]=[C:14]([NH:24][C:25]4[CH:26]=[CH:27][C:28]([C:29]([NH:34][C@@H:35]([CH2:36][CH2:37][CH2:38][NH:39][C:40]([NH2:42])=[NH:41])[C:43]([OH:45])=[O:44])=[O:30])=[CH:32][CH:33]=4)[N:13]=3)[CH2:9][CH2:10]2)=[CH:4][CH:3]=1, predict the reactants needed to synthesize it. The reactants are: [Cl:1][C:2]1[CH:7]=[CH:6][C:5]([C:8]2([NH:11][C:12]3[N:17]=[C:16]([O:18][CH2:19][C:20]([F:23])([F:22])[F:21])[N:15]=[C:14]([NH:24][C:25]4[CH:33]=[CH:32][C:28]([C:29](Cl)=[O:30])=[CH:27][CH:26]=4)[N:13]=3)[CH2:10][CH2:9]2)=[CH:4][CH:3]=1.[NH2:34][C@H:35]([C:43]([OH:45])=[O:44])[CH2:36][CH2:37][CH2:38][NH:39][C:40](=[NH:42])[NH2:41]. (9) Given the product [Cl:8][C:4]1[CH:5]=[CH:6][CH:7]=[C:2]([Cl:1])[C:3]=1[CH2:9][S:10]([C:13]1[CH:14]=[C:15]2[C:19](=[CH:20][CH:21]=1)[NH:18][C:17](=[O:22])/[C:16]/2=[CH:23]\[C:24]1[NH:28][C:27]([CH3:29])=[C:26]([CH2:30][C:31]([N:41]2[CH2:37][CH2:36][CH:35]([OH:63])[CH2:40][CH2:39]2)=[O:33])[C:25]=1[CH3:34])(=[O:12])=[O:11], predict the reactants needed to synthesize it. The reactants are: [Cl:1][C:2]1[CH:7]=[CH:6][CH:5]=[C:4]([Cl:8])[C:3]=1[CH2:9][S:10]([C:13]1[CH:14]=[C:15]2[C:19](=[CH:20][CH:21]=1)[NH:18][C:17](=[O:22])/[C:16]/2=[CH:23]\[C:24]1[NH:28][C:27]([CH3:29])=[C:26]([CH2:30][C:31]([OH:33])=O)[C:25]=1[CH3:34])(=[O:12])=[O:11].[CH:35]1[CH:36]=[CH:37]C2N(O)N=[N:41][C:39]=2[CH:40]=1.CCN=C=NCCCN(C)C.Cl.N1([OH:63])CCNCC1.